Dataset: Forward reaction prediction with 1.9M reactions from USPTO patents (1976-2016). Task: Predict the product of the given reaction. (1) Given the reactants [CH3:1][O:2][C:3]1[CH:14]=[CH:13][C:6]([O:7][C:8]2[S:9][CH:10]=[CH:11][N:12]=2)=[CH:5][CH:4]=1.C([Li])CCC.[CH2:20]([Sn:24](Cl)([CH2:29][CH2:30][CH2:31][CH3:32])[CH2:25][CH2:26][CH2:27][CH3:28])[CH2:21][CH2:22][CH3:23].C(=O)=O, predict the reaction product. The product is: [CH3:1][O:2][C:3]1[CH:14]=[CH:13][C:6]([O:7][C:8]2[S:9][C:10]([Sn:24]([CH2:25][CH2:26][CH2:27][CH3:28])([CH2:29][CH2:30][CH2:31][CH3:32])[CH2:20][CH2:21][CH2:22][CH3:23])=[CH:11][N:12]=2)=[CH:5][CH:4]=1. (2) Given the reactants [N+:1]([C:4]1[CH:5]=[C:6]2[C:10](=[CH:11][CH:12]=1)[NH:9][C:8](=[O:13])[C:7]2=[O:14])([O-])=O.[H][H], predict the reaction product. The product is: [NH2:1][C:4]1[CH:5]=[C:6]2[C:10](=[CH:11][CH:12]=1)[NH:9][C:8](=[O:13])[C:7]2=[O:14].